Dataset: Reaction yield outcomes from USPTO patents with 853,638 reactions. Task: Predict the reaction yield, written as a fraction of the theoretical maximum amount of product (1.0 means a 100% yield; for example, 0.34 means a 34% yield). The reactants are [NH2:1][C:2]1[CH:12]=[CH:11][C:5]([C:6]([O:8][CH2:9][CH3:10])=[O:7])=[CH:4][CH:3]=1.[CH:13](=O)[CH3:14].[CH:16](/[NH:19][C:20](=[O:29])[O:21]CC1C=CC=CC=1)=[CH:17]\[CH3:18].Cl[C:63]1[CH:64]=[CH:65][C:60]([C:59]2C3OP(=O)(O)OC4[C:59]([C:60]5[CH:65]=[CH:64][C:63](Cl)=[CH:62][CH:61]=5)=CC5CCCCC=5C=4C=3C3CCCCC=3C=2)=[CH:61][CH:62]=1. The catalyst is C(Cl)Cl. The product is [CH2:59]([O:21][C:20]([NH:19][C@H:16]1[C:3]2[C:2](=[CH:12][CH:11]=[C:5]([C:6]([O:8][CH2:9][CH3:10])=[O:7])[CH:4]=2)[NH:1][C@@H:13]([CH3:14])[C@@H:17]1[CH3:18])=[O:29])[C:60]1[CH:61]=[CH:62][CH:63]=[CH:64][CH:65]=1. The yield is 0.650.